Dataset: Full USPTO retrosynthesis dataset with 1.9M reactions from patents (1976-2016). Task: Predict the reactants needed to synthesize the given product. The reactants are: C(OC([N:8]1[CH2:12][CH2:11][CH2:10][CH:9]1[C:13](=[O:51])[NH:14][CH:15]([CH2:43][C:44]1[CH:49]=[CH:48][C:47]([F:50])=[CH:46][CH:45]=1)[C:16]([N:18]1C[CH2:22][N:21]([CH:24]([C:36](=[O:39])[NH:37][CH3:38])[CH2:25][C:26]2[CH:35]=[CH:34][C:33]3[C:28](=[CH:29][CH:30]=[CH:31][CH:32]=3)[CH:27]=2)[CH2:20][CH:19]1COC)=[O:17])=O)(C)(C)C.ClCCCl.FC(F)(F)C([O-])=O.O1[CH2:68][CH2:67][O:66][CH2:65]C1. Given the product [F:50][C:47]1[CH:48]=[CH:49][C:44]([CH2:43][CH:15]([NH:14][C:13]([CH:9]2[CH2:10][CH2:11][CH2:12][NH:8]2)=[O:51])[C:16]([N:18]2[CH2:19][CH2:20][N:21]([CH:24]([C:36](=[O:39])[NH:37][CH3:38])[CH2:25][C:26]3[CH:35]=[CH:34][C:33]4[C:28](=[CH:29][CH:30]=[CH:31][CH:32]=4)[CH:27]=3)[CH2:22][C:67]2([CH3:68])[O:66][CH3:65])=[O:17])=[CH:45][CH:46]=1, predict the reactants needed to synthesize it.